Dataset: Full USPTO retrosynthesis dataset with 1.9M reactions from patents (1976-2016). Task: Predict the reactants needed to synthesize the given product. (1) Given the product [C:17]([O:23][CH2:24][N:25]1[C:34](=[O:35])[C:33]2[C:28](=[CH:29][C:30]([O:40][CH2:1][CH2:2][O:5][CH3:6])=[CH:31][C:32]=2[O:36][CH2:37][CH2:38][Cl:39])[N:27]=[CH:26]1)(=[O:22])[C:18]([CH3:21])([CH3:20])[CH3:19], predict the reactants needed to synthesize it. The reactants are: [CH3:1][C:2]([O:5][C:6](/N=N/[C:6]([O:5][C:2](C)(C)[CH3:1])=O)=O)(C)C.[C:17]([O:23][CH2:24][N:25]1[C:34](=[O:35])[C:33]2[C:28](=[CH:29][C:30]([OH:40])=[CH:31][C:32]=2[O:36][CH2:37][CH2:38][Cl:39])[N:27]=[CH:26]1)(=[O:22])[C:18]([CH3:21])([CH3:20])[CH3:19].COCCO.C1(P(C2C=CC=CC=2)C2C=CC=CC=2)C=CC=CC=1. (2) Given the product [F:18][C:15]1[CH:16]=[CH:17][C:12]([C:10]([N:4]2[CH2:5][CH2:6][CH2:7][C@@H:8]([CH3:9])[C@H:3]2[CH2:2][NH:1][C:26]2[N:31]=[CH:30][C:29]([C:32]([F:35])([F:34])[F:33])=[CH:28][N:27]=2)=[O:11])=[C:13]([C:19]2[N:20]=[CH:21][CH:22]=[CH:23][N:24]=2)[CH:14]=1, predict the reactants needed to synthesize it. The reactants are: [NH2:1][CH2:2][C@@H:3]1[C@H:8]([CH3:9])[CH2:7][CH2:6][CH2:5][N:4]1[C:10]([C:12]1[CH:17]=[CH:16][C:15]([F:18])=[CH:14][C:13]=1[C:19]1[N:24]=[CH:23][CH:22]=[CH:21][N:20]=1)=[O:11].Cl[C:26]1[N:31]=[CH:30][C:29]([C:32]([F:35])([F:34])[F:33])=[CH:28][N:27]=1.